Dataset: Catalyst prediction with 721,799 reactions and 888 catalyst types from USPTO. Task: Predict which catalyst facilitates the given reaction. (1) Reactant: [Br:1][C:2]1[C:7]([CH3:8])=[CH:6][C:5]([OH:9])=[CH:4][C:3]=1[CH3:10].[CH3:11][S:12]([C:15]1([CH2:18]O)[CH2:17][CH2:16]1)(=[O:14])=[O:13].C1(P(C2C=CC=CC=2)C2C=CC=CC=2)C=CC=CC=1.CC(OC(/N=N/C(OC(C)(C)C)=O)=O)(C)C. Product: [Br:1][C:2]1[C:7]([CH3:8])=[CH:6][C:5]([O:9][CH2:18][C:15]2([S:12]([CH3:11])(=[O:14])=[O:13])[CH2:17][CH2:16]2)=[CH:4][C:3]=1[CH3:10]. The catalyst class is: 7. (2) Reactant: [N+:1]([C:4]1[CH:5]=[CH:6][C:7]2[CH2:13][CH2:12][O:11][CH2:10][CH2:9][C:8]=2[CH:14]=1)([O-])=O.[H][H]. Product: [CH:14]1[C:8]2[CH2:9][CH2:10][O:11][CH2:12][CH2:13][C:7]=2[CH:6]=[CH:5][C:4]=1[NH2:1]. The catalyst class is: 19. (3) Reactant: [C:1]([O:5][C:6]([NH:8][C:9]1[CH2:10][C:11]([C:23](=[O:32])[N:24]([CH2:28][CH2:29][CH2:30][OH:31])[CH2:25][CH2:26][CH3:27])=[CH:12][C:13]2[CH:19]=[CH:18][C:17]([C:20](O)=[O:21])=[CH:16][C:14]=2[N:15]=1)=[O:7])([CH3:4])([CH3:3])[CH3:2].CCN=C=NCCCN(C)C.C1C=CC2N(O)N=NC=2C=1.CCN(C(C)C)C(C)C.[NH2:63][C:64]1[CH:69]=[CH:68][CH:67]=[C:66]([CH3:70])[CH:65]=1. Product: [OH:31][CH2:30][CH2:29][CH2:28][N:24]([CH2:25][CH2:26][CH3:27])[C:23]([C:11]1[CH2:10][C:9]([NH:8][C:6](=[O:7])[O:5][C:1]([CH3:3])([CH3:2])[CH3:4])=[N:15][C:14]2[CH:16]=[C:17]([C:20](=[O:21])[NH:63][C:64]3[CH:65]=[C:66]([CH3:70])[CH:67]=[CH:68][CH:69]=3)[CH:18]=[CH:19][C:13]=2[CH:12]=1)=[O:32]. The catalyst class is: 239.